The task is: Binary Classification. Given a T-cell receptor sequence (or CDR3 region) and an epitope sequence, predict whether binding occurs between them.. This data is from TCR-epitope binding with 47,182 pairs between 192 epitopes and 23,139 TCRs. (1) The epitope is NLDSKVGGNY. The TCR CDR3 sequence is CASESWAVNQPQHF. Result: 0 (the TCR does not bind to the epitope). (2) The epitope is SEETGTLIV. The TCR CDR3 sequence is CASSLSTDTQYF. Result: 0 (the TCR does not bind to the epitope). (3) The epitope is TPINLVRDL. The TCR CDR3 sequence is CSVEGQTGGSYNEQFF. Result: 1 (the TCR binds to the epitope). (4) The epitope is YEGNSPFHPL. The TCR CDR3 sequence is CASSSSGTGNEQFF. Result: 1 (the TCR binds to the epitope).